From a dataset of Forward reaction prediction with 1.9M reactions from USPTO patents (1976-2016). Predict the product of the given reaction. (1) Given the reactants CCN(C(C)C)C(C)C.[CH3:10][O:11][C:12]([NH:14][CH2:15][CH2:16][O:17][CH:18]([C:28]1[CH:33]=[CH:32][CH:31]=[CH:30][CH:29]=1)[C:19]1[CH:20]=[C:21]([CH:25]=[CH:26][CH:27]=1)[C:22]([O-])=[O:23])=[O:13].[Li+].C1C=CC2N(O)N=NC=2C=1.CCN=C=NCCCN(C)C.[NH2:56][CH2:57][C@@H:58]([N:66]([CH3:74])[C:67](=[O:73])[O:68]C(C)(C)C)[CH2:59][C@H:60]1[CH2:65][CH2:64][CH2:63][O:62][CH2:61]1, predict the reaction product. The product is: [CH3:10][O:11][C:12]([NH:14][CH2:15][CH2:16][O:17][CH:18]([C:28]1[CH:29]=[CH:30][CH:31]=[CH:32][CH:33]=1)[C:19]1[CH:20]=[C:21]([CH:25]=[CH:26][CH:27]=1)[C:22]([NH:56][CH2:57][CH:58]([N:66]([CH3:74])[C:67](=[O:73])[OH:68])[CH2:59][CH:60]1[CH2:65][CH2:64][CH2:63][O:62][CH2:61]1)=[O:23])=[O:13]. (2) Given the reactants [CH3:1][O:2][C:3]([C:5]1[CH:15]=[C:14]([O:16][C:17]2[CH:18]=[N:19]C(C(=O)N(C)C)=CC=2)[C:8]2[CH2:9][C:10]([CH3:13])([CH3:12])[O:11][C:7]=2[CH:6]=1)=[O:4].[C:28]([O:32][C:33]([C:35]1N=CC(Br)=[CH:37][N:36]=1)=[O:34])([CH3:31])([CH3:30])[CH3:29].COC(C1C=C(O)C2CC(C)(C)OC=2C=1)=O, predict the reaction product. The product is: [C:28]([O:32][C:33]([C:35]1[N:19]=[CH:18][C:17]([O:16][C:14]2[C:8]3[CH2:9][C:10]([CH3:13])([CH3:12])[O:11][C:7]=3[CH:6]=[C:5]([C:3]([O:2][CH3:1])=[O:4])[CH:15]=2)=[CH:37][N:36]=1)=[O:34])([CH3:31])([CH3:30])[CH3:29]. (3) Given the reactants [CH:1]1([C:7]2[CH:21]=[CH:20][C:10]([O:11][CH2:12][C:13]3([CH3:19])[O:17][C:16](=[NH:18])[NH:15][CH2:14]3)=[CH:9][CH:8]=2)[CH2:6][CH2:5][CH2:4][CH2:3][CH2:2]1.[C:22](OCC)(=[O:25])[C:23]#[CH:24].C(O)C, predict the reaction product. The product is: [CH:1]1([C:7]2[CH:21]=[CH:20][C:10]([O:11][CH2:12][C:13]3([CH3:19])[O:17][C:16]4=[N:18][C:22](=[O:25])[CH:23]=[CH:24][N:15]4[CH2:14]3)=[CH:9][CH:8]=2)[CH2:2][CH2:3][CH2:4][CH2:5][CH2:6]1. (4) Given the reactants [H-].[Al+3].[Li+].[H-].[H-].[H-].[NH2:7][C:8]1[CH:9]=[CH:10][C:11](Cl)=[C:12]([CH:18]=1)[C:13](OCC)=[O:14].C1C[O:23][CH2:22]C1, predict the reaction product. The product is: [NH2:7][C:8]1[CH:18]=[C:12]([CH2:13][OH:14])[CH:11]=[C:10]([O:23][CH3:22])[CH:9]=1. (5) Given the reactants [NH2:1][C@@H:2]([C:8]([O-:10])=[O:9])[CH2:3][CH2:4][C:5]([O-:7])=[O:6].N[C@@H](C(O)=O)CCC(O)=[O:16].[O:21]=[O:22], predict the reaction product. The product is: [OH:21][OH:22].[NH3:1].[O:16]=[C:2]([CH2:3][CH2:4][C:5]([O-:7])=[O:6])[C:8]([O-:10])=[O:9]. (6) Given the reactants [CH:1]1([C:4]#[C:5][C:6]2[CH:12]=[CH:11][C:10]([S:13]([CH3:16])(=[O:15])=[O:14])=[CH:9][C:7]=2[NH2:8])[CH2:3][CH2:2]1, predict the reaction product. The product is: [CH:1]1([CH2:4][CH2:5][C:6]2[CH:12]=[CH:11][C:10]([S:13]([CH3:16])(=[O:15])=[O:14])=[CH:9][C:7]=2[NH2:8])[CH2:3][CH2:2]1. (7) Given the reactants [N+:1]([C:4]1[CH:9]=[C:8](Cl)[CH:7]=[CH:6][C:5]=1[N:11]([CH3:19])[C:12](=O)OC(C)(C)C)([O-])=O.[C:20]1([OH:26])[CH:25]=[CH:24][CH:23]=[CH:22][CH:21]=1.[H-].[Na+].C(O)(=O)[CH2:30][OH:31].C(=O)(O)[O-].[Na+], predict the reaction product. The product is: [O:26]([C:7]1[CH:8]=[CH:9][C:4]2[N:1]=[C:19]([CH2:30][OH:31])[N:11]([CH3:12])[C:5]=2[CH:6]=1)[C:20]1[CH:25]=[CH:24][CH:23]=[CH:22][CH:21]=1.